This data is from Full USPTO retrosynthesis dataset with 1.9M reactions from patents (1976-2016). The task is: Predict the reactants needed to synthesize the given product. (1) Given the product [CH2:13]([N:20]1[C:25](=[O:26])[C:24]([O:27][CH3:28])=[C:23]([C:4]2[CH:5]=[CH:6][C:7]([S:8][CH3:9])=[C:2]([F:1])[CH:3]=2)[CH:22]=[N:21]1)[C:14]1[CH:15]=[CH:16][CH:17]=[CH:18][CH:19]=1, predict the reactants needed to synthesize it. The reactants are: [F:1][C:2]1[CH:3]=[C:4](B(O)O)[CH:5]=[CH:6][C:7]=1[S:8][CH3:9].[CH2:13]([N:20]1[C:25](=[O:26])[C:24]([O:27][CH3:28])=[C:23](Br)[CH:22]=[N:21]1)[C:14]1[CH:19]=[CH:18][CH:17]=[CH:16][CH:15]=1. (2) Given the product [CH3:21][O:20][C:17]1[CH:18]=[CH:19][C:13]2[CH:12]=[C:11]([C:8]3[N:6]4[N:7]=[C:2]([NH:34][C@H:35]5[CH2:40][CH2:39][C@H:38]([OH:41])[CH2:37][CH2:36]5)[CH:3]=[CH:4][C:5]4=[N:10][CH:9]=3)[S:15][C:14]=2[CH:16]=1, predict the reactants needed to synthesize it. The reactants are: Cl[C:2]1[CH:3]=[CH:4][C:5]2[N:6]([C:8]([C:11]3[S:15][C:14]4[CH:16]=[C:17]([O:20][CH3:21])[CH:18]=[CH:19][C:13]=4[CH:12]=3)=[CH:9][N:10]=2)[N:7]=1.O.C1(C)C=CC(S(O)(=O)=O)=CC=1.[NH2:34][C@H:35]1[CH2:40][CH2:39][C@H:38]([OH:41])[CH2:37][CH2:36]1. (3) Given the product [NH:12]1[C:13]2[C:9](=[C:8]([C:6]3[N:5]=[C:4]4[N:17]([CH3:20])[N:18]=[CH:19][C:3]4=[C:2]([C:28]4[CH:29]=[CH:30][C:25]([S:22]([CH3:21])(=[O:24])=[O:23])=[CH:26][CH:27]=4)[CH:7]=3)[CH:16]=[CH:15][CH:14]=2)[CH:10]=[N:11]1, predict the reactants needed to synthesize it. The reactants are: Cl[C:2]1[CH:7]=[C:6]([C:8]2[CH:16]=[CH:15][CH:14]=[C:13]3[C:9]=2[CH:10]=[N:11][NH:12]3)[N:5]=[C:4]2[N:17]([CH3:20])[N:18]=[CH:19][C:3]=12.[CH3:21][S:22]([C:25]1[CH:30]=[CH:29][C:28](B(O)O)=[CH:27][CH:26]=1)(=[O:24])=[O:23].C(=O)([O-])[O-].[Na+].[Na+]. (4) Given the product [C:1]([C:3]1[C:12]([CH2:25][C:26]2[CH:27]=[CH:28][C:29]([N:32]3[CH:36]=[CH:35][CH:34]=[N:33]3)=[CH:30][CH:31]=2)=[CH:11][C:6]([C:7]([O:9][CH3:10])=[O:8])=[C:5]([OH:22])[C:4]=1[CH3:23])#[N:2], predict the reactants needed to synthesize it. The reactants are: [C:1]([C:3]1[C:12](B2OC(C)(C)C(C)(C)O2)=[CH:11][C:6]([C:7]([O:9][CH3:10])=[O:8])=[C:5]([OH:22])[C:4]=1[CH3:23])#[N:2].Cl[CH2:25][C:26]1[CH:31]=[CH:30][C:29]([N:32]2[CH:36]=[CH:35][CH:34]=[N:33]2)=[CH:28][CH:27]=1.O.O.O.P([O-])([O-])([O-])=O.[K+].[K+].[K+].O. (5) Given the product [CH:1]([N:4]1[C:8]([C:9]2[N:10]=[C:11]3[C:17]4[CH:18]=[CH:19][C:20]([CH2:22][CH2:23][C:24]([O:26][CH3:27])=[O:25])=[CH:21][C:16]=4[O:15][CH2:14][CH2:13][N:12]3[CH:28]=2)=[N:7][C:6]([CH3:29])=[N:5]1)([CH3:2])[CH3:3], predict the reactants needed to synthesize it. The reactants are: [CH:1]([N:4]1[C:8]([C:9]2[N:10]=[C:11]3[C:17]4[CH:18]=[CH:19][C:20](/[CH:22]=[CH:23]/[C:24]([O:26][CH3:27])=[O:25])=[CH:21][C:16]=4[O:15][CH2:14][CH2:13][N:12]3[CH:28]=2)=[N:7][C:6]([CH3:29])=[N:5]1)([CH3:3])[CH3:2]. (6) Given the product [C:15]([O:14][C:13]([NH:12][C:3]1[S:4][C:5]2=[N:6][C:7]([CH3:11])=[CH:8][CH:9]=[C:10]2[C:2]=1[C:31]([OH:33])=[O:32])=[O:19])([CH3:18])([CH3:17])[CH3:16], predict the reactants needed to synthesize it. The reactants are: Br[C:2]1[C:10]2[C:5](=[N:6][C:7]([CH3:11])=[CH:8][CH:9]=2)[S:4][C:3]=1[NH:12][C:13](=[O:19])[O:14][C:15]([CH3:18])([CH3:17])[CH3:16].CCCCCC.C([Li])CCC.[C:31](=[O:33])=[O:32].CCOCC. (7) Given the product [Cl:9][C:7]1[CH:6]=[C:5]([CH3:10])[N:4]=[C:3]([O:11][CH3:12])[N:8]=1, predict the reactants needed to synthesize it. The reactants are: [Na].Cl[C:3]1[N:8]=[C:7]([Cl:9])[CH:6]=[C:5]([CH3:10])[N:4]=1.[OH2:11].[CH3:12]O. (8) Given the product [NH2:1][C:2]1[N:7]=[C:6]([O:26][CH2:25][C:20]2[C:19]([CH3:18])=[CH:24][CH:23]=[CH:22][N:21]=2)[C:5]([C:11]#[N:12])=[C:4]([N:13]2[CH:17]=[CH:16][CH:15]=[N:14]2)[N:3]=1, predict the reactants needed to synthesize it. The reactants are: [NH2:1][C:2]1[N:7]=[C:6](S(C)=O)[C:5]([C:11]#[N:12])=[C:4]([N:13]2[CH:17]=[CH:16][CH:15]=[N:14]2)[N:3]=1.[CH3:18][C:19]1[C:20]([CH2:25][OH:26])=[N:21][CH:22]=[CH:23][CH:24]=1.C1CCN2C(=NCCC2)CC1. (9) Given the product [CH2:28]([O:35][C:36](=[O:41])[NH:37][CH2:38][CH2:39][N:18]1[CH2:19][CH2:20][N:15]([CH2:14][C@H:13]([OH:21])[C:6]2[C:5]3[C:10](=[CH:11][CH:12]=[C:3]([O:2][CH3:1])[CH:4]=3)[N:9]=[CH:8][CH:7]=2)[CH2:16][CH2:17]1)[C:29]1[CH:34]=[CH:33][CH:32]=[CH:31][CH:30]=1, predict the reactants needed to synthesize it. The reactants are: [CH3:1][O:2][C:3]1[CH:4]=[C:5]2[C:10](=[CH:11][CH:12]=1)[N:9]=[CH:8][CH:7]=[C:6]2[C@@H:13]([OH:21])[CH2:14][N:15]1[CH2:20][CH2:19][NH:18][CH2:17][CH2:16]1.C(=O)([O-])[O-].[K+].[K+].[CH2:28]([O:35][C:36](=[O:41])[NH:37][CH2:38][CH2:39]Br)[C:29]1[CH:34]=[CH:33][CH:32]=[CH:31][CH:30]=1.